Dataset: Full USPTO retrosynthesis dataset with 1.9M reactions from patents (1976-2016). Task: Predict the reactants needed to synthesize the given product. (1) Given the product [N:25]1([CH2:24][CH2:23][O:22][C:19]2[CH:18]=[CH:17][C:16]([NH:15][C:13]3[N:14]=[C:10]4[CH:9]=[CH:8][CH:7]=[C:6]([C:4]5[CH:3]=[N:2][N:1]([CH2:38][CH2:37][OH:39])[CH:5]=5)[N:11]4[N:12]=3)=[CH:21][CH:20]=2)[CH2:29][CH2:28][CH2:27][CH2:26]1, predict the reactants needed to synthesize it. The reactants are: [NH:1]1[CH:5]=[C:4]([C:6]2[N:11]3[N:12]=[C:13]([NH:15][C:16]4[CH:21]=[CH:20][C:19]([O:22][CH2:23][CH2:24][N:25]5[CH2:29][CH2:28][CH2:27][CH2:26]5)=[CH:18][CH:17]=4)[N:14]=[C:10]3[CH:9]=[CH:8][CH:7]=2)[CH:3]=[N:2]1.C(=O)([O-])[O-].[K+].[K+].Cl[CH:37]([OH:39])[CH3:38]. (2) The reactants are: Cl.[C@H:2]12[CH2:8][CH:5]([NH:6][CH2:7]1)[CH2:4][O:3]2.FC(F)(F)S([O-])(=O)=O.[N:17]1([S:22](N2C=C[NH+](C)C2)(=[O:24])=[O:23])[CH:21]=[CH:20][N:19]=[CH:18]1. Given the product [N:17]1([S:22]([N:6]2[CH2:7][C@@H:2]3[CH2:8][C@H:5]2[CH2:4][O:3]3)(=[O:24])=[O:23])[CH:21]=[CH:20][N:19]=[CH:18]1, predict the reactants needed to synthesize it. (3) Given the product [Cl:15][C:16]1[CH:17]=[C:18]([C:2]2[N:7]=[N:6][C:5]([NH2:8])=[N:4][C:3]=2[C:9]2[CH:14]=[CH:13][CH:12]=[CH:11][CH:10]=2)[CH:19]=[CH:20][C:21]=1[Cl:22], predict the reactants needed to synthesize it. The reactants are: Br[C:2]1[N:7]=[N:6][C:5]([NH2:8])=[N:4][C:3]=1[C:9]1[CH:14]=[CH:13][CH:12]=[CH:11][CH:10]=1.[Cl:15][C:16]1[CH:17]=[C:18](B(O)O)[CH:19]=[CH:20][C:21]=1[Cl:22].